This data is from Peptide-MHC class II binding affinity with 134,281 pairs from IEDB. The task is: Regression. Given a peptide amino acid sequence and an MHC pseudo amino acid sequence, predict their binding affinity value. This is MHC class II binding data. The peptide sequence is LIQAGFDQRLGAYEH. The MHC is DRB1_0101 with pseudo-sequence DRB1_0101. The binding affinity (normalized) is 0.442.